Task: Predict the reactants needed to synthesize the given product.. Dataset: Retrosynthesis with 50K atom-mapped reactions and 10 reaction types from USPTO (1) Given the product CC(Oc1cc(-n2cnc3cc(CO)ncc32)sc1C(N)=O)c1ccccc1C(F)(F)F, predict the reactants needed to synthesize it. The reactants are: CC(Oc1cc(-n2cnc3cc(CO[Si](C)(C)C(C)(C)C)ncc32)sc1C(N)=O)c1ccccc1C(F)(F)F. (2) Given the product CCNc1ccccc1-n1nc2c3ccccc3n(Cc3ccc(-n4cccn4)cc3)cc-2c1=O, predict the reactants needed to synthesize it. The reactants are: CC=O.Nc1ccccc1-n1nc2c3ccccc3n(Cc3ccc(-n4cccn4)cc3)cc-2c1=O.